Dataset: Catalyst prediction with 721,799 reactions and 888 catalyst types from USPTO. Task: Predict which catalyst facilitates the given reaction. (1) Reactant: CS(C)=O.[H-].[Na+].[I-].[CH3:8][S+](C)C.[F:12][C:13]([F:24])([F:23])[C:14]([C:16]1[CH:21]=[CH:20][C:19]([F:22])=[CH:18][CH:17]=1)=[O:15]. Product: [F:24][C:13]([F:12])([F:23])[C:14]1([C:16]2[CH:17]=[CH:18][C:19]([F:22])=[CH:20][CH:21]=2)[CH2:8][O:15]1. The catalyst class is: 1. (2) Reactant: [Cl:1][C:2]1[N:7]=[CH:6][C:5]([CH2:8][C:9]([O:11][CH3:12])=[O:10])=[CH:4][CH:3]=1.C1C=C(Cl)C=C(C(OO)=[O:21])C=1. Product: [Cl:1][C:2]1[CH:3]=[CH:4][C:5]([CH2:8][C:9]([O:11][CH3:12])=[O:10])=[CH:6][N+:7]=1[O-:21]. The catalyst class is: 2. (3) Reactant: Cl[C:2]1[N:3]=[C:4]([OH:12])[C:5]2[CH:11]=[CH:10][N:9]=[CH:8][C:6]=2[N:7]=1.C1OCCOCCOCCOCCOCCOC1.[O:31]1[C:40]2[C:35](=[CH:36][CH:37]=[CH:38][CH:39]=2)[CH:34]([OH:41])[CH2:33][CH2:32]1.CC([O-])(C)C.[K+]. Product: [O:31]1[C:40]2[CH:39]=[CH:38][CH:37]=[CH:36][C:35]=2[CH:34]([O:41][C:2]2[N:3]=[C:4]([OH:12])[C:5]3[CH:11]=[CH:10][N:9]=[CH:8][C:6]=3[N:7]=2)[CH2:33][CH2:32]1. The catalyst class is: 16. (4) Reactant: C(=O)([O-])[O-].[Cs+].[Cs+].Br[C:8]1[CH:17]=[C:16]2[C:11]([CH2:12][CH2:13][CH2:14][C:15]2=[O:18])=[CH:10][CH:9]=1.[F:19][C:20]1[CH:21]=[C:22](B(O)O)[CH:23]=[CH:24][CH:25]=1.C1(C)C=CC=CC=1. Product: [F:19][C:20]1[CH:25]=[C:24]([C:8]2[CH:17]=[C:16]3[C:11]([CH2:12][CH2:13][CH2:14][C:15]3=[O:18])=[CH:10][CH:9]=2)[CH:23]=[CH:22][CH:21]=1. The catalyst class is: 535. (5) Product: [Cl:1][C:2]1[C:7]([O:8][CH3:9])=[CH:6][C:5]([O:10][CH3:11])=[CH:4][C:3]=1[C:12]1[C:24](=[O:25])[N:23]([CH2:26][CH2:27][C:28]2[CH:29]=[C:30]([NH:34][C:35](=[O:41])[O:36][C:37]([CH3:40])([CH3:39])[CH3:38])[CH:31]=[CH:32][CH:33]=2)[C:15]2[N:16]=[C:17]([NH:44][CH3:43])[N:18]=[CH:19][C:14]=2[CH:13]=1. Reactant: [Cl:1][C:2]1[C:7]([O:8][CH3:9])=[CH:6][C:5]([O:10][CH3:11])=[CH:4][C:3]=1[C:12]1[C:24](=[O:25])[N:23]([CH2:26][CH2:27][C:28]2[CH:29]=[C:30]([NH:34][C:35](=[O:41])[O:36][C:37]([CH3:40])([CH3:39])[CH3:38])[CH:31]=[CH:32][CH:33]=2)[C:15]2[N:16]=[C:17](S(C)=O)[N:18]=[CH:19][C:14]=2[CH:13]=1.C[CH2:43][N:44](C(C)C)C(C)C.CN.Cl.O. The catalyst class is: 16. (6) Product: [F:19][C:14]1[C:13]2[S:12][CH:11]=[CH:10][C:18]=2[CH:17]=[CH:16][CH:15]=1. The catalyst class is: 6. Reactant: ClC1C=CC=CC=1.CO[CH:10](OC)[CH2:11][S:12][C:13]1[CH:18]=[CH:17][CH:16]=[CH:15][C:14]=1[F:19]. (7) Reactant: C[O:2][C:3](=[O:44])[CH2:4][CH2:5][CH2:6][C:7](=[O:43])[NH:8][C:9]1[CH:14]=[CH:13][C:12]([C:15]([C:20]2[CH:25]=[CH:24][C:23]([C:26]#[C:27][CH:28]([O:33][Si:34]([C:37]([CH3:40])([CH3:39])[CH3:38])([CH3:36])[CH3:35])[C:29]([CH3:32])([CH3:31])[CH3:30])=[C:22]([CH3:41])[CH:21]=2)([CH2:18][CH3:19])[CH2:16][CH3:17])=[CH:11][C:10]=1[CH3:42].CC1(C)C2(CS(O)(=O)=O)C(CC1CC2)=O.C([O-])(O)=O.[Na+].C(Cl)Cl. Product: [C:37]([Si:34]([CH3:35])([CH3:36])[O:33][CH:28]([C:29]([CH3:32])([CH3:31])[CH3:30])[C:27]#[C:26][C:23]1[CH:24]=[CH:25][C:20]([C:15]([C:12]2[CH:13]=[CH:14][C:9]([NH:8][C:7]([CH2:6][CH2:5][CH2:4][C:3]([OH:44])=[O:2])=[O:43])=[C:10]([CH3:42])[CH:11]=2)([CH2:16][CH3:17])[CH2:18][CH3:19])=[CH:21][C:22]=1[CH3:41])([CH3:38])([CH3:40])[CH3:39].[CH2:16]([C:15]([C:12]1[CH:13]=[CH:14][C:9]([NH:8][C:7]([CH2:6][CH2:5][CH2:4][C:3]([OH:44])=[O:2])=[O:43])=[C:10]([CH3:42])[CH:11]=1)([C:20]1[CH:25]=[CH:24][C:23]([C:26]#[C:27][CH:28]([OH:33])[C:29]([CH3:31])([CH3:32])[CH3:30])=[C:22]([CH3:41])[CH:21]=1)[CH2:18][CH3:19])[CH3:17]. The catalyst class is: 20.